From a dataset of Catalyst prediction with 721,799 reactions and 888 catalyst types from USPTO. Predict which catalyst facilitates the given reaction. (1) Product: [Cl:16][C:14]1[C:13]([CH3:17])=[C:12]([C:30]2[CH:35]=[N:34][C:33]([CH:36]=[O:37])=[CH:32][CH:31]=2)[C:11]([O:19][CH3:20])=[C:10]([CH:8]([NH:7][C:6](=[O:21])[O:5][C:1]([CH3:4])([CH3:3])[CH3:2])[CH3:9])[CH:15]=1. The catalyst class is: 70. Reactant: [C:1]([O:5][C:6](=[O:21])[NH:7][CH:8]([C:10]1[CH:15]=[C:14]([Cl:16])[C:13]([CH3:17])=[C:12](Br)[C:11]=1[O:19][CH3:20])[CH3:9])([CH3:4])([CH3:3])[CH3:2].CC1(C)C(C)(C)OB([C:30]2[CH:31]=[CH:32][C:33]([CH:36]=[O:37])=[N:34][CH:35]=2)O1.C(=O)([O-])[O-].[K+].[K+].N#N. (2) Reactant: [NH2:1][C@H:2]([C:12]1[C:17]([C:18]2[CH:19]=[CH:20][C:21]([Cl:33])=[C:22]3[C:26]=2[N:25]([CH3:27])[N:24]=[C:23]3[NH:28][S:29]([CH3:32])(=[O:31])=[O:30])=[CH:16][CH:15]=[C:14]([Cl:34])[N:13]=1)[CH2:3][C:4]1[CH:9]=[C:8]([F:10])[CH:7]=[C:6]([F:11])[CH:5]=1.CCN(CC)CC.[F:42][CH:43]([F:59])[C:44]1[C:45]2[C@H:55]3[CH2:56][C@H:54]3[C:53]([F:58])([F:57])[C:46]=2[N:47]([CH2:49][C:50](O)=[O:51])[N:48]=1.CN(C(ON1N=NC2C=CC=NC1=2)=[N+](C)C)C.F[P-](F)(F)(F)(F)F. Product: [Cl:34][C:14]1[N:13]=[C:12]([C@@H:2]([NH:1][C:50](=[O:51])[CH2:49][N:47]2[C:46]3[C:53]([F:57])([F:58])[C@@H:54]4[CH2:56][C@@H:55]4[C:45]=3[C:44]([CH:43]([F:59])[F:42])=[N:48]2)[CH2:3][C:4]2[CH:9]=[C:8]([F:10])[CH:7]=[C:6]([F:11])[CH:5]=2)[C:17]([C:18]2[CH:19]=[CH:20][C:21]([Cl:33])=[C:22]3[C:26]=2[N:25]([CH3:27])[N:24]=[C:23]3[NH:28][S:29]([CH3:32])(=[O:30])=[O:31])=[CH:16][CH:15]=1. The catalyst class is: 44. (3) The catalyst class is: 5. Reactant: [NH2:1][CH2:2][CH:3]1[CH2:8][CH2:7][C:6]([N:15]([CH3:17])[CH3:16])([C:9]2[CH:14]=[CH:13][CH:12]=[CH:11][CH:10]=2)[CH2:5][CH2:4]1.[Cl-].COC1N=C(OC)N=C([N+]2(C)CCOCC2)N=1.[N:36]1([CH2:45][C:46](O)=[O:47])[C:44]2[C:39](=[CH:40][CH:41]=[CH:42][CH:43]=2)[CH:38]=[CH:37]1. Product: [CH3:16][N:15]([CH3:17])[C:6]1([C:9]2[CH:10]=[CH:11][CH:12]=[CH:13][CH:14]=2)[CH2:5][CH2:4][CH:3]([CH2:2][NH:1][C:46](=[O:47])[CH2:45][N:36]2[C:44]3[C:39](=[CH:40][CH:41]=[CH:42][CH:43]=3)[CH:38]=[CH:37]2)[CH2:8][CH2:7]1. (4) Reactant: [N:1]([C:4]1[CH:5]=[CH:6][C:7]([F:30])=[C:8]([C:10]2([CH3:29])[CH2:15][C:14]3([CH2:20][CH2:19][O:18][CH2:17][CH2:16]3)[O:13][C:12]([NH:21][C:22](=[O:28])[O:23][C:24]([CH3:27])([CH3:26])[CH3:25])=[N:11]2)[CH:9]=1)=[N+]=[N-]. Product: [NH2:1][C:4]1[CH:5]=[CH:6][C:7]([F:30])=[C:8]([C:10]2([CH3:29])[CH2:15][C:14]3([CH2:20][CH2:19][O:18][CH2:17][CH2:16]3)[O:13][C:12]([NH:21][C:22](=[O:28])[O:23][C:24]([CH3:25])([CH3:27])[CH3:26])=[N:11]2)[CH:9]=1. The catalyst class is: 50.